Dataset: Catalyst prediction with 721,799 reactions and 888 catalyst types from USPTO. Task: Predict which catalyst facilitates the given reaction. (1) Reactant: [C:1]([NH:4][C:5]1[N:9]([C:10]2[CH:15]=[C:14]([S:16][CH2:17][C:18]([F:21])([F:20])[F:19])[C:13]([CH3:22])=[CH:12][C:11]=2[F:23])[N:8]=[C:7]([O:24][C:25]([F:40])([F:39])[C:26]([F:38])([F:37])[C:27]([F:36])([F:35])[C:28]([F:34])([F:33])[C:29]([F:32])([F:31])[F:30])[CH:6]=1)(=[O:3])[CH3:2].ClC1C=CC=C(C(OO)=[O:49])C=1. Product: [C:1]([NH:4][C:5]1[N:9]([C:10]2[CH:15]=[C:14]([S:16]([CH2:17][C:18]([F:19])([F:20])[F:21])=[O:49])[C:13]([CH3:22])=[CH:12][C:11]=2[F:23])[N:8]=[C:7]([O:24][C:25]([F:39])([F:40])[C:26]([F:37])([F:38])[C:27]([F:35])([F:36])[C:28]([F:33])([F:34])[C:29]([F:30])([F:31])[F:32])[CH:6]=1)(=[O:3])[CH3:2]. The catalyst class is: 22. (2) Reactant: [C:1]([C:3]1[CH:8]=[CH:7][CH:6]=[CH:5][C:4]=1[C:9]1[CH:14]=[C:13]([C:15]([O:17][CH3:18])=[O:16])[CH:12]=[C:11]([C:19](O)=[O:20])[CH:10]=1)#[N:2].[CH3:22][NH:23][CH2:24][CH2:25][CH2:26][CH3:27].C1C=NC2N(O)N=NC=2C=1.CCN=C=NCCCN(C)C.Cl.Cl. Product: [CH2:24]([N:23]([CH3:22])[C:19]([C:11]1[CH:12]=[C:13]([C:15]([O:17][CH3:18])=[O:16])[CH:14]=[C:9]([C:4]2[CH:5]=[CH:6][CH:7]=[CH:8][C:3]=2[C:1]#[N:2])[CH:10]=1)=[O:20])[CH2:25][CH2:26][CH3:27]. The catalyst class is: 2. (3) Reactant: [CH2:1]([N:4]([CH2:17][C:18]1[CH:23]=[CH:22][CH:21]=[CH:20][CH:19]=1)[S:5]([C:8]1[CH:13]=[CH:12][CH:11]=[CH:10][C:9]=1[N+:14]([O-:16])=[O:15])(=[O:7])=[O:6])[CH:2]=C.[O:24]=[O+][O-].O=O.CSC. Product: [CH2:17]([N:4]([CH2:1][CH:2]=[O:24])[S:5]([C:8]1[CH:13]=[CH:12][CH:11]=[CH:10][C:9]=1[N+:14]([O-:16])=[O:15])(=[O:7])=[O:6])[C:18]1[CH:23]=[CH:22][CH:21]=[CH:20][CH:19]=1. The catalyst class is: 2. (4) Reactant: [CH3:1][S:2]([N:5]1[CH2:26][CH2:25][C:8]2([C:12](=[O:13])[N:11]([C:14]3[CH:19]=[CH:18][C:17]([O:20][C:21]([F:24])([F:23])[F:22])=[CH:16][CH:15]=3)[CH2:10][CH2:9]2)[CH2:7][CH2:6]1)(=[O:4])=[O:3].[Li]CCCC.Br[CH2:33][CH2:34][CH2:35][C:36](Cl)=[O:37]. Product: [O:37]1[CH2:36][CH2:35][CH2:34]/[C:33]/1=[CH:1]/[S:2]([N:5]1[CH2:6][CH2:7][C:8]2([C:12](=[O:13])[N:11]([C:14]3[CH:15]=[CH:16][C:17]([O:20][C:21]([F:23])([F:22])[F:24])=[CH:18][CH:19]=3)[CH2:10][CH2:9]2)[CH2:25][CH2:26]1)(=[O:4])=[O:3]. The catalyst class is: 1. (5) Reactant: [F:1][C:2]([F:11])([C:7]([F:10])([F:9])[F:8])[CH2:3][CH2:4][CH2:5]O.C(N(CC)CC)C.CS(Cl)(=O)=O.[F:24][C:25]1[CH:62]=[CH:61][CH:60]=[C:59]([C:63]([F:66])([F:65])[F:64])[C:26]=1[CH2:27][N:28]1[C:33]([CH3:34])=[C:32]([N:35]2[CH2:40][CH2:39][NH:38][CH2:37][CH2:36]2)[C:31](=[O:41])[N:30]([CH2:42][C@H:43]([NH:50][C:51](=[O:57])[O:52][C:53]([CH3:56])([CH3:55])[CH3:54])[C:44]2[CH:49]=[CH:48][CH:47]=[CH:46][CH:45]=2)[C:29]1=[O:58].C(=O)([O-])[O-].[K+].[K+]. Product: [C:53]([O:52][C:51](=[O:57])[NH:50][C@H:43]([C:44]1[CH:45]=[CH:46][CH:47]=[CH:48][CH:49]=1)[CH2:42][N:30]1[C:31](=[O:41])[C:32]([N:35]2[CH2:36][CH2:37][N:38]([CH2:5][CH2:4][CH2:3][C:2]([F:11])([F:1])[C:7]([F:10])([F:9])[F:8])[CH2:39][CH2:40]2)=[C:33]([CH3:34])[N:28]([CH2:27][C:26]2[C:59]([C:63]([F:65])([F:66])[F:64])=[CH:60][CH:61]=[CH:62][C:25]=2[F:24])[C:29]1=[O:58])([CH3:54])([CH3:55])[CH3:56]. The catalyst class is: 545. (6) Reactant: C([O:4][CH2:5][C:6]1[N:7]([C:24]2[CH:29]=[CH:28][CH:27]=[C:26]([C:30]([NH2:32])=[O:31])[CH:25]=2)[C:8](=[O:23])[C:9]([Cl:22])=[C:10]([O:12][CH2:13][C:14]2[CH:19]=[CH:18][C:17]([F:20])=[CH:16][C:15]=2[F:21])[CH:11]=1)(=O)C.C([O-])([O-])=O.[K+].[K+]. Product: [Cl:22][C:9]1[C:8](=[O:23])[N:7]([C:24]2[CH:25]=[C:26]([CH:27]=[CH:28][CH:29]=2)[C:30]([NH2:32])=[O:31])[C:6]([CH2:5][OH:4])=[CH:11][C:10]=1[O:12][CH2:13][C:14]1[CH:19]=[CH:18][C:17]([F:20])=[CH:16][C:15]=1[F:21]. The catalyst class is: 24. (7) Reactant: [CH3:1][N:2]([CH3:6])[CH2:3][CH2:4][OH:5].[CH2:7]([O:9][C:10]1[CH:15]=[C:14](F)[CH:13]=[CH:12][C:11]=1[N+:17]([O-:19])=[O:18])[CH3:8].[OH-].[K+]. Product: [CH2:7]([O:9][C:10]1[CH:15]=[C:14]([CH:13]=[CH:12][C:11]=1[N+:17]([O-:19])=[O:18])[O:5][CH2:4][CH2:3][N:2]([CH3:6])[CH3:1])[CH3:8]. The catalyst class is: 596.